This data is from Reaction yield outcomes from USPTO patents with 853,638 reactions. The task is: Predict the reaction yield, written as a fraction of the theoretical maximum amount of product (1.0 means a 100% yield; for example, 0.34 means a 34% yield). The reactants are Cl[C:2]1[N:6]([CH2:7][CH:8]2[CH2:10][CH2:9]2)[N:5]=[CH:4][C:3]=1[N+:11]([O-:13])=[O:12].[NH:14]1[CH2:19][CH2:18][CH:17]([CH2:20][NH:21][C:22](=[O:28])[O:23][C:24]([CH3:27])([CH3:26])[CH3:25])[CH2:16][CH2:15]1. No catalyst specified. The product is [CH:8]1([CH2:7][N:6]2[C:2]([N:14]3[CH2:19][CH2:18][CH:17]([CH2:20][NH:21][C:22](=[O:28])[O:23][C:24]([CH3:26])([CH3:25])[CH3:27])[CH2:16][CH2:15]3)=[C:3]([N+:11]([O-:13])=[O:12])[CH:4]=[N:5]2)[CH2:10][CH2:9]1. The yield is 0.950.